This data is from Experimentally validated miRNA-target interactions with 360,000+ pairs, plus equal number of negative samples. The task is: Binary Classification. Given a miRNA mature sequence and a target amino acid sequence, predict their likelihood of interaction. Result: 1 (interaction). The protein sequence of the target gene is MGTVPDPLRSAKTSLIAASGKEDDLGEPQAASPRHRPALLCKNANGFSGAPAEPDLSPRAAAEALMQVCEHETTQPDMSSPGVFNEVQKAPATFNSPGNPQLPGSSQPAASAPSSAAGRDLIHTPLTMPANQHTCQSIPGDQPNAITSSMPEDSLMRSQRTSNREQPEKPSCPVGGVLSSSKDQVSCEFPSPETIQGTVQTPVTAARVVSHSSSPVGGPEGERQGAICDSEMRSCKPLTRESGCSENKQPSVTASGPQGTTSVTPQPTPLTSEPSACPPGPEKVPLPAQRQMSRFKEAST.... The miRNA is hsa-miR-6515-5p with sequence UUGGAGGGUGUGGAAGACAUC.